From a dataset of Reaction yield outcomes from USPTO patents with 853,638 reactions. Predict the reaction yield, written as a fraction of the theoretical maximum amount of product (1.0 means a 100% yield; for example, 0.34 means a 34% yield). (1) The reactants are [NH2:1][C:2]1[CH:3]=[C:4]2[C:8](=[CH:9][CH:10]=1)[N:7]([C:11](=[O:20])[CH2:12][N:13]1[CH2:18][CH2:17][N:16]([CH3:19])[CH2:15][CH2:14]1)[CH:6]=[CH:5]2.C[C:22]1[CH:30]=[C:29]([C:31]([O:33][CH3:34])=[O:32])[CH:28]=[C:27]2[C:23]=1/[C:24](=[C:39](/OC)\[C:40]1[CH:45]=[CH:44][CH:43]=[CH:42][CH:41]=1)/[C:25](=[O:38])[N:26]2[C:35](=O)C.[OH-].[K+]. The catalyst is CO. The product is [CH3:35][N:26]1[C:27]2[C:23](=[CH:22][CH:30]=[C:29]([C:31]([O:33][CH3:34])=[O:32])[CH:28]=2)/[C:24](=[C:39](/[NH:1][C:2]2[CH:3]=[C:4]3[C:8](=[CH:9][CH:10]=2)[N:7]([C:11](=[O:20])[CH2:12][N:13]2[CH2:18][CH2:17][N:16]([CH3:19])[CH2:15][CH2:14]2)[CH:6]=[CH:5]3)\[C:40]2[CH:45]=[CH:44][CH:43]=[CH:42][CH:41]=2)/[C:25]1=[O:38]. The yield is 0.248. (2) The reactants are [S:1]1[CH:5]=[CH:4][N:3]=[CH:2]1.CN(CCN(C)C)C.[Li]CCCC.[CH3:19][NH:20][C@H:21]([C:31]([NH:33][C@H:34]([C:39]([N:41]([C@@H:43]([CH:53]([CH3:55])[CH3:54])/[CH:44]=[C:45](\[CH3:52])/[C:46](N(OC)C)=[O:47])[CH3:42])=[O:40])[C:35]([CH3:38])([CH3:37])[CH3:36])=[O:32])[C:22]([CH3:30])([CH3:29])[C:23]1[CH:28]=[CH:27][CH:26]=[CH:25][CH:24]=1. The catalyst is C1COCC1. The product is [CH3:19][NH:20][C@H:21]([C:31]([NH:33][C@H:34]([C:39]([N:41]([C@@H:43]([CH:53]([CH3:55])[CH3:54])/[CH:44]=[C:45](\[CH3:52])/[C:46](=[O:47])[C:2]1[S:1][CH:5]=[CH:4][N:3]=1)[CH3:42])=[O:40])[C:35]([CH3:38])([CH3:37])[CH3:36])=[O:32])[C:22]([CH3:30])([CH3:29])[C:23]1[CH:28]=[CH:27][CH:26]=[CH:25][CH:24]=1. The yield is 0.860. (3) The product is [C:28]([C:23]1[CH:24]=[CH:25][CH:26]=[CH:27][C:22]=1[C:19]1[CH:20]=[CH:21][C:16]([CH2:15][C:12]2[C:13](=[O:14])[N:8]([C@H:5]3[CH2:6][CH2:7][C@H:2]([O:1][CH:38]([CH2:44][CH:45]=[CH2:46])[C:39]([O:41][CH2:42][CH3:43])=[O:40])[CH2:3][CH2:4]3)[C:9]3[N:10]([N:33]=[CH:34][N:35]=3)[C:11]=2[CH2:30][CH2:31][CH3:32])=[CH:17][CH:18]=1)#[N:29]. The reactants are [OH:1][C@H:2]1[CH2:7][CH2:6][C@H:5]([N:8]2[C:13](=[O:14])[C:12]([CH2:15][C:16]3[CH:21]=[CH:20][C:19]([C:22]4[C:23]([C:28]#[N:29])=[CH:24][CH:25]=[CH:26][CH:27]=4)=[CH:18][CH:17]=3)=[C:11]([CH2:30][CH2:31][CH3:32])[N:10]3[N:33]=[CH:34][N:35]=[C:9]23)[CH2:4][CH2:3]1.[N+](=[C:38]([CH2:44][CH:45]=[CH2:46])[C:39]([O:41][CH2:42][CH3:43])=[O:40])=[N-]. The yield is 0.410. The catalyst is C1(C)C=CC=CC=1.C([O-])(=O)C.[Rh+2].C([O-])(=O)C. (4) The reactants are [CH2:1]([C:3]1[N:7]=[C:6]([NH2:8])[NH:5][N:4]=1)[CH3:2].[NH:9]1[C:13]2[CH:14]=[CH:15][C:16]([C:18](=O)[CH2:19][C:20](OCC)=[O:21])=[CH:17][C:12]=2[N:11]=[N:10]1.CC1C=CC(S(O)(=O)=O)=CC=1. The catalyst is C1(OC2C=CC=CC=2)C=CC=CC=1. The product is [NH:9]1[C:13]2[CH:14]=[CH:15][C:16]([C:18]3[NH:8][C:6]4[N:5]([N:4]=[C:3]([CH2:1][CH3:2])[N:7]=4)[C:20](=[O:21])[CH:19]=3)=[CH:17][C:12]=2[N:11]=[N:10]1. The yield is 0.180. (5) The reactants are [C:1]([O:5][C:6]([NH:8][C:9]([CH3:14])([CH3:13])[C:10]([OH:12])=O)=[O:7])([CH3:4])([CH3:3])[CH3:2].C(N(CC)CC)C.C1C=CC2N(O)N=NC=2C=1.CCN=C=NCCCN(C)C.[Cl:43][C:44]1[CH:53]=[CH:52][C:51]2[C:46](=[CH:47][C:48]([N:54]3[CH2:59][CH2:58][NH:57][CH2:56][CH2:55]3)=[CH:49][N:50]=2)[N:45]=1. The catalyst is C(Cl)Cl. The product is [C:1]([O:5][C:6](=[O:7])[NH:8][C:9]([CH3:14])([CH3:13])[C:10]([N:57]1[CH2:58][CH2:59][N:54]([C:48]2[CH:49]=[N:50][C:51]3[C:46]([CH:47]=2)=[N:45][C:44]([Cl:43])=[CH:53][CH:52]=3)[CH2:55][CH2:56]1)=[O:12])([CH3:2])([CH3:3])[CH3:4]. The yield is 0.754. (6) The reactants are [C:1]1([Mg]Br)[CH:6]=[CH:5][CH:4]=[CH:3][CH:2]=1.[N:9]12[CH2:16][CH2:15][CH:12]([CH2:13][CH2:14]1)[C@@H:11]([O:17][C:18](=[O:26])[C:19](=[O:25])[C:20]1[O:21][CH:22]=[CH:23][CH:24]=1)[CH2:10]2.[Cl-].[NH4+].CCOCC. The catalyst is C1COCC1.N#N. The product is [N:9]12[CH2:16][CH2:15][CH:12]([CH2:13][CH2:14]1)[C@@H:11]([O:17][C:18](=[O:26])[C:19]([C:20]1[O:21][CH:22]=[CH:23][CH:24]=1)([OH:25])[C:1]1[CH:6]=[CH:5][CH:4]=[CH:3][CH:2]=1)[CH2:10]2. The yield is 0.400. (7) The reactants are [OH:1][C:2]1[C:7]([C:8]([OH:10])=O)=[CH:6][N:5]=[C:4]([C:11]2[N:12]=[N:13][CH:14]=[CH:15][CH:16]=2)[N:3]=1.Cl.[NH2:18][CH:19]([C:29]1[CH:34]=[CH:33][C:32]([O:35][CH3:36])=[CH:31][CH:30]=1)[C:20]1[CH:25]=[CH:24][C:23]([PH:26](=[O:28])[OH:27])=[CH:22][CH:21]=1. The catalyst is S(Cl)(Cl)=O.ClCCl. The product is [OH:1][C:2]1[C:7]([C:8]([NH:18][CH:19]([C:29]2[CH:34]=[CH:33][C:32]([O:35][CH3:36])=[CH:31][CH:30]=2)[C:20]2[CH:25]=[CH:24][C:23]([PH:26](=[O:27])[OH:28])=[CH:22][CH:21]=2)=[O:10])=[CH:6][N:5]=[C:4]([C:11]2[N:12]=[N:13][CH:14]=[CH:15][CH:16]=2)[N:3]=1. The yield is 0.120. (8) The reactants are [NH2:1][C:2]1[CH:11]=[CH:10][CH:9]=[CH:8][C:3]=1[C:4]([NH:6][CH3:7])=[O:5].CCN(C(C)C)C(C)C.[Cl:21][C:22]1[N:27]=[C:26](Cl)[C:25]([Cl:29])=[CH:24][N:23]=1. The catalyst is C(O)(C)C. The product is [Cl:21][C:22]1[N:27]=[C:26]([NH:1][C:2]2[CH:11]=[CH:10][CH:9]=[CH:8][C:3]=2[C:4]([NH:6][CH3:7])=[O:5])[C:25]([Cl:29])=[CH:24][N:23]=1. The yield is 0.860. (9) The reactants are [C:1]([C:4]1[C:5](=[O:11])NC(=O)N[CH:9]=1)(=O)[CH3:2].Cl.Cl.[N:14]1[C:23]2[C:18](=[C:19]([NH:24][NH2:25])[CH:20]=[CH:21][CH:22]=2)[CH:17]=[CH:16][CH:15]=1.Cl.[OH:27]S(O)(=O)=O.[CH2:32](O)[CH2:33][CH2:34][CH3:35]. No catalyst specified. The product is [CH3:2][C:1]1[C:4]([C:5]([O:11][CH2:32][CH2:33][CH2:34][CH3:35])=[O:27])=[CH:9][N:24]([C:19]2[CH:20]=[CH:21][CH:22]=[C:23]3[C:18]=2[CH:17]=[CH:16][CH:15]=[N:14]3)[N:25]=1. The yield is 0.600. (10) The reactants are [CH3:1][O:2][N:3]1[C:11]2[C:6](=[CH:7][CH:8]=[CH:9][CH:10]=2)[CH2:5][C:4]1=[O:12].[CH3:13][C:14]1[CH:18]=[C:17]([CH3:19])[NH:16][C:15]=1[CH:20]=O. No catalyst specified. The product is [CH3:13][C:14]1[CH:18]=[C:17]([CH3:19])[NH:16][C:15]=1[CH:20]=[C:5]1[C:6]2[C:11](=[CH:10][CH:9]=[CH:8][CH:7]=2)[N:3]([O:2][CH3:1])[C:4]1=[O:12]. The yield is 0.610.